This data is from Full USPTO retrosynthesis dataset with 1.9M reactions from patents (1976-2016). The task is: Predict the reactants needed to synthesize the given product. (1) Given the product [C:13]([O:17][C:18]([N:20]([CH:2]1[CH:7]2[CH2:8][CH:4]([CH2:5][CH:6]2[C:9]([O:11][CH3:12])=[O:10])[CH2:3]1)[C:21](=[O:27])[C:22]([O:24][CH2:25][CH3:26])=[O:23])=[O:19])([CH3:16])([CH3:15])[CH3:14], predict the reactants needed to synthesize it. The reactants are: O[CH:2]1[CH:7]2[CH2:8][CH:4]([CH2:5][CH:6]2[C:9]([O:11][CH3:12])=[O:10])[CH2:3]1.[C:13]([O:17][C:18]([NH:20][C:21](=[O:27])[C:22]([O:24][CH2:25][CH3:26])=[O:23])=[O:19])([CH3:16])([CH3:15])[CH3:14].C1(P(C2C=CC=CC=2)C2C=CC=CC=2)C=CC=CC=1.N(C(OC(C)C)=O)=NC(OC(C)C)=O. (2) Given the product [C:9]([O:17][CH:18]1[CH2:19][CH:20]2[CH:21]([CH2:1]2)[CH2:22]1)(=[O:16])[C:10]1[CH:15]=[CH:14][CH:13]=[CH:12][CH:11]=1, predict the reactants needed to synthesize it. The reactants are: [CH2:1]([Zn]CC)C.ICI.[C:9]([O:17][CH:18]1[CH2:22][CH:21]=[CH:20][CH2:19]1)(=[O:16])[C:10]1[CH:15]=[CH:14][CH:13]=[CH:12][CH:11]=1. (3) Given the product [Cl:65][C:66]1[CH:67]=[C:68]([CH:71]=[CH:72][CH:73]=1)[CH2:69][NH:70][C:20]([C:19]1[CH:23]=[CH:24][C:25]([CH3:26])=[C:17]([NH:16][C:14]([C:8]2[C:9](=[O:13])[NH:10][C:11]3[C:6]([CH:7]=2)=[CH:5][C:4]([O:27][CH2:28][CH2:29][O:30][CH3:31])=[C:3]([O:2][CH3:1])[CH:12]=3)=[O:15])[CH:18]=1)=[O:21], predict the reactants needed to synthesize it. The reactants are: [CH3:1][O:2][C:3]1[CH:12]=[C:11]2[C:6]([CH:7]=[C:8]([C:14]([NH:16][C:17]3[CH:18]=[C:19]([CH:23]=[CH:24][C:25]=3[CH3:26])[C:20](O)=[O:21])=[O:15])[C:9](=[O:13])[NH:10]2)=[CH:5][C:4]=1[O:27][CH2:28][CH2:29][O:30][CH3:31].CN(C(ON1N=NC2C=CC=NC1=2)=[N+](C)C)C.F[P-](F)(F)(F)(F)F.CCN(C(C)C)C(C)C.[Cl:65][C:66]1[CH:67]=[C:68]([CH:71]=[CH:72][CH:73]=1)[CH2:69][NH2:70].C([O-])(O)=O.[Na+]. (4) Given the product [Cl:1][CH2:2][CH2:3][CH2:4][O:5][C:6]1[CH:7]=[C:8]2[C:9]([C:14](=[O:20])[CH:15]=[CH:16][NH:21]2)=[CH:10][C:11]=1[O:12][CH3:13], predict the reactants needed to synthesize it. The reactants are: [Cl:1][CH2:2][CH2:3][CH2:4][O:5][C:6]1[C:11]([O:12][CH3:13])=[CH:10][C:9]([C:14](=[O:20])/[CH:15]=[CH:16]/N(C)C)=[C:8]([N+:21]([O-])=O)[CH:7]=1. (5) Given the product [ClH:45].[CH3:24][NH:23][CH:20]1[CH2:19][CH2:18][CH:17]([O:16][C:7]2[C:6]3[C:5]4[C@@H:4]([CH2:3][C@H:2]([C:32]5[CH:36]=[CH:35][NH:34][N:33]=5)[OH:1])[CH2:15][CH2:14][C:13]=4[S:12][C:11]=3[N:10]=[CH:9][N:8]=2)[CH2:22][CH2:21]1, predict the reactants needed to synthesize it. The reactants are: [OH:1][C@@H:2]([C:32]1[CH:36]=[CH:35][N:34](COCC[Si](C)(C)C)[N:33]=1)[CH2:3][C@H:4]1[CH2:15][CH2:14][C:13]2[S:12][C:11]3[N:10]=[CH:9][N:8]=[C:7]([O:16][CH:17]4[CH2:22][CH2:21][CH:20]([N:23](C)[C:24](=O)OC(C)(C)C)[CH2:19][CH2:18]4)[C:6]=3[C:5]1=2.[ClH:45]. (6) Given the product [CH3:1][C:2]1[N:7]=[C:6]([C:8]2[CH:13]=[CH:12][CH:11]=[C:10]([C:14]3[CH:19]=[CH:18][CH:17]=[C:16]([S:20]([N:34]4[CH2:35][CH2:36][CH:37]([O:40][C:41]5[N:42]=[CH:43][CH:44]=[CH:45][N:46]=5)[CH2:38][CH2:39]4)(=[O:22])=[O:21])[CH:15]=3)[N:9]=2)[CH:5]=[C:4]([C:24]2[CH:29]=[CH:28][C:27]([C:30]([F:33])([F:32])[F:31])=[CH:26][CH:25]=2)[CH:3]=1, predict the reactants needed to synthesize it. The reactants are: [CH3:1][C:2]1[N:7]=[C:6]([C:8]2[CH:13]=[CH:12][CH:11]=[C:10]([C:14]3[CH:15]=[C:16]([S:20](Cl)(=[O:22])=[O:21])[CH:17]=[CH:18][CH:19]=3)[N:9]=2)[CH:5]=[C:4]([C:24]2[CH:29]=[CH:28][C:27]([C:30]([F:33])([F:32])[F:31])=[CH:26][CH:25]=2)[CH:3]=1.[NH:34]1[CH2:39][CH2:38][CH:37]([O:40][C:41]2[N:46]=[CH:45][CH:44]=[CH:43][N:42]=2)[CH2:36][CH2:35]1. (7) The reactants are: [CH:1]1([NH:4][C:5](=[O:30])[C:6]2[CH:11]=[CH:10][C:9]([CH3:12])=[C:8]([C:13]3[CH:14]=[C:15]4[C:20](=[CH:21][CH:22]=3)[C:19]([N:23]3[CH2:28][CH2:27][C:26](=[O:29])[CH2:25][CH2:24]3)=[N:18][N:17]=[CH:16]4)[CH:7]=2)[CH2:3][CH2:2]1.[CH:31]([Mg]Cl)([CH3:33])[CH3:32]. Given the product [CH:1]1([NH:4][C:5](=[O:30])[C:6]2[CH:11]=[CH:10][C:9]([CH3:12])=[C:8]([C:13]3[CH:14]=[C:15]4[C:20](=[CH:21][CH:22]=3)[C:19]([N:23]3[CH2:24][CH2:25][C:26]([OH:29])([CH:31]([CH3:33])[CH3:32])[CH2:27][CH2:28]3)=[N:18][N:17]=[CH:16]4)[CH:7]=2)[CH2:2][CH2:3]1, predict the reactants needed to synthesize it.